Dataset: Antibody developability classification from SAbDab with 2,409 antibodies. Task: Regression/Classification. Given an antibody's heavy chain and light chain sequences, predict its developability. TAP uses regression for 5 developability metrics; SAbDab uses binary classification. (1) The antibody is ['EVQLEQSGAELMKPGASVKISCKATGYTFTTYWIEWIKQRPGHSLEWIGEILPGSDSTYYNEKVKGKVTFTADASSNTAYMQLSSLTSEDSAVYYCARGDGFYVYWGQGTTLTVSS', 'DIELTQSPATLSVTPGDSVSLSCRASQSISNNLHWYQQKSHESPRLLIKYTSQSMSGIPSRFSGSGSGTDFTLSINSVETEDFGVYFCQQSGSWPRTFGGGTKLDIK']. Result: 1 (developable). (2) The antibody is ['QVQLVQSGPEVKKPGASVKVSCKASGYTFTDYYIHWVRQAPGQGLEWMGWINPNSGGTNYAQNFQDWVTMTRDTSITTAYMELSSLRSDDTAVYYCARDRITTAAPFDYWGQGTLVTVSS', 'SYVLTQPPSVSVAPGKTAKITCGGNNIGSKSVHWYQQKPGQAPVLVMYYDFDRPSGIPERFSGSNSGNTATLTISRVEAEDEADYYCQVWDSDRYWVFGGGTKLTVL']. Result: 0 (not developable). (3) The antibody is ['QGQLVQSGATTTKPGSSVKISCKTSGYRFNFYHINWIRQTAGRGPEWMGWISPYSGDKNLAPAFQDRVIMTTDTEVPVTSFTSTGAAYMEIRNLTSDDTGTYFCAKGLLRDGSSTWLPYLWGQGTLLTVSS', 'QSVLTQSASVSGSLGQSVTISCTGPNSVCCSHKSISWYQWPPGRAPTLIIYEDNERAPGISPRFSGYKSYWSAYLTISDLRPEDETTYYCCSYTHNSGCVFGTGTKVSVL']. Result: 0 (not developable). (4) The antibody is ['QIQLVQSGPELKKPGETVKISCKASGYTFTDYSIHWVKQAPGKGLKWMGWINTETGEPTYTDDFKGRFAFSLESSASTAFLQINNLKNEDTATYFCARATTATELAYWGQGTLVTVSA', 'DVVMTQTPLTLSVTIGQPASISCKSSQSLLDSDGKTYLNWLLQRPGQSPKRLIYLVSKLDSGVPDRFTGSGSGTDFTLKISRVEAEDLGVYYCWQGTHFPLTFGAGTKLELK']. Result: 0 (not developable). (5) The antibody is ['QVTLKESGPGILQPSQTLSLTCSFSGFSLSTSGMGVSWIRQPSGKGLEWLAHIYWDDDKRYNPSLKSRLTISKDTSRNQVFLKITSVDTADTATYYCARLYGFTYGFAYWGQGTLVTVSA', 'DIVLTQSPASLAVSLGQRATIFCRASQSVDYNGISYMHWFQQKPGQPPKLLIYAASNPESGIPARFTGSGSGTDFTLNIHPVEEEDAATYYCQQIIEDPWTFGGGTKLEIK']. Result: 0 (not developable).